This data is from Forward reaction prediction with 1.9M reactions from USPTO patents (1976-2016). The task is: Predict the product of the given reaction. (1) Given the reactants CC1(C)C(C)(C)OB([C:9]2[CH:14]=[CH:13][CH:12]=[C:11]([N+:15]([O-:17])=[O:16])[CH:10]=2)O1.[Cl:19][C:20]1[CH:38]=[CH:37][C:23]([C:24]([NH:26][C:27]2[CH:32]=[CH:31][CH:30]=[C:29]([C:33]([F:36])([F:35])[F:34])[CH:28]=2)=[O:25])=[CH:22][C:21]=1I.C(=O)([O-])[O-].[K+].[K+].C1(C)C=CC=CC=1, predict the reaction product. The product is: [Cl:19][C:20]1[C:21]([C:9]2[CH:14]=[CH:13][CH:12]=[C:11]([N+:15]([O-:17])=[O:16])[CH:10]=2)=[CH:22][C:23]([C:24]([NH:26][C:27]2[CH:32]=[CH:31][CH:30]=[C:29]([C:33]([F:34])([F:35])[F:36])[CH:28]=2)=[O:25])=[CH:37][CH:38]=1. (2) Given the reactants C1(C)C=CC=CC=1.C(O)C.[F:11][CH:12]([F:39])[C:13]([N:15]1[C@H:19]([CH2:20][F:21])[C@@H:18]([C:22]2[CH:27]=[CH:26][C:25](B3OC(C)(C)C(C)(C)O3)=[CH:24][CH:23]=2)[O:17][C:16]1([CH3:38])[CH3:37])=[O:14].[Cl-].Br[C:42]1[CH:43]=[CH:44][C:45]([C:48]2([NH3+:52])[CH2:51][O:50][CH2:49]2)=[N:46][CH:47]=1.C(=O)(O)[O-].[Na+], predict the reaction product. The product is: [NH2:52][C:48]1([C:45]2[N:46]=[CH:47][C:42]([C:25]3[CH:24]=[CH:23][C:22]([C@H:18]4[O:17][C:16]([CH3:38])([CH3:37])[N:15]([C:13](=[O:14])[CH:12]([F:39])[F:11])[C@@H:19]4[CH2:20][F:21])=[CH:27][CH:26]=3)=[CH:43][CH:44]=2)[CH2:51][O:50][CH2:49]1. (3) Given the reactants [CH3:1][S:2]([C:5]1[CH:10]=[C:9]([C@@H:11]([NH:15][C:16]([C:18]2[C:19]3[CH:26]=[N:25][N:24]([C:27]4[CH:32]=[CH:31][C:30]([F:33])=[CH:29][CH:28]=4)[C:20]=3[CH:21]=[N:22][CH:23]=2)=[O:17])[CH2:12][CH:13]=[O:14])[CH:8]=[CH:7][N:6]=1)(=[O:4])=[O:3].CC(=CC)C.Cl([O-])=[O:40].[Na+].O.P([O-])(O)(O)=O.[Na+], predict the reaction product. The product is: [F:33][C:30]1[CH:29]=[CH:28][C:27]([N:24]2[C:20]3[CH:21]=[N:22][CH:23]=[C:18]([C:16]([NH:15][C@H:11]([C:9]4[CH:8]=[CH:7][N:6]=[C:5]([S:2]([CH3:1])(=[O:4])=[O:3])[CH:10]=4)[CH2:12][C:13]([OH:40])=[O:14])=[O:17])[C:19]=3[CH:26]=[N:25]2)=[CH:32][CH:31]=1. (4) Given the reactants Br[C:2]1[N:7]=[C:6]([O:8][CH3:9])[C:5]([Cl:10])=[CH:4][CH:3]=1.[F-].[Cs+].[CH3:13][O:14][C:15]1[CH:51]=[C:50]([O:52][CH3:53])[CH:49]=[CH:48][C:16]=1[CH2:17][N:18]1[C@@H:22](/[CH:23]=[C:24](\[C:38]2[CH:43]=[CH:42][C:41]([CH:44]([CH3:46])[CH3:45])=[CH:40][CH:39]=2)/[Sn](CCCC)(CCCC)CCCC)[CH2:21][CH2:20][C:19]1=[O:47].O, predict the reaction product. The product is: [Cl:10][C:5]1[CH:4]=[CH:3][C:2](/[C:24](/[C:38]2[CH:39]=[CH:40][C:41]([CH:44]([CH3:46])[CH3:45])=[CH:42][CH:43]=2)=[CH:23]/[C@@H:22]2[N:18]([CH2:17][C:16]3[CH:48]=[CH:49][C:50]([O:52][CH3:53])=[CH:51][C:15]=3[O:14][CH3:13])[C:19](=[O:47])[CH2:20][CH2:21]2)=[N:7][C:6]=1[O:8][CH3:9]. (5) Given the reactants [CH2:1](Cl)[C:2]#[CH:3].[NH:5]1[CH2:10][CH2:9][CH2:8][CH2:7][CH2:6]1, predict the reaction product. The product is: [CH2:1]([N:5]1[CH2:10][CH2:9][CH2:8][CH2:7][CH2:6]1)[C:2]#[CH:3]. (6) Given the reactants Cl.CN(C)CCCN=C=NCC.[C:13]([O:20][C:21]([CH3:24])([CH3:23])[CH3:22])(=[O:19])[CH2:14][CH2:15][C:16]([O-:18])=O.ON1C(=O)C2C=CC=CC=2N=N1.[NH2:37][CH2:38][C:39]1[CH:40]=[C:41]([CH2:45][OH:46])[CH:42]=[CH:43][CH:44]=1.C(N(C(C)C)C(C)C)C, predict the reaction product. The product is: [C:21]([O:20][C:13](=[O:19])[CH2:14][CH2:15][C:16]([NH:37][CH2:38][C:39]1[CH:44]=[CH:43][CH:42]=[C:41]([CH2:45][OH:46])[CH:40]=1)=[O:18])([CH3:24])([CH3:23])[CH3:22]. (7) Given the reactants [NH2:1][NH2:2].[NH:3]1[C:11]2[C:6](=[CH:7][CH:8]=[CH:9][CH:10]=2)[CH2:5][C:4]1=[O:12].[C:13]([O-:32])(=O)CCCCCCCCCCCCCCCCC.[Mg+2].C([O-])(=O)CCCCCCCCCCCCCCCCC, predict the reaction product. The product is: [N:3]1([C:13]([NH:1][NH2:2])=[O:32])[C:11]2[C:6](=[CH:7][CH:8]=[CH:9][CH:10]=2)[CH2:5][C:4]1=[O:12].